From a dataset of Forward reaction prediction with 1.9M reactions from USPTO patents (1976-2016). Predict the product of the given reaction. Given the reactants [Cl:1][C:2]1[CH:7]=[CH:6][C:5]([C@@:8]2([CH3:21])[C@@H:12]([C:13]3[CH:18]=[CH:17][C:16]([Cl:19])=[CH:15][CH:14]=3)[NH:11][C:10](=[S:20])[NH:9]2)=[CH:4][CH:3]=1.Cl[CH:23]([C:29](=O)[CH2:30][CH3:31])[C:24]([O:26][CH2:27][CH3:28])=[O:25], predict the reaction product. The product is: [Cl:19][C:16]1[CH:17]=[CH:18][C:13]([C@H:12]2[N:11]3[C:10]([S:20][C:23]([C:24]([O:26][CH2:27][CH3:28])=[O:25])=[C:29]3[CH2:30][CH3:31])=[N:9][C@:8]2([C:5]2[CH:4]=[CH:3][C:2]([Cl:1])=[CH:7][CH:6]=2)[CH3:21])=[CH:14][CH:15]=1.